Task: Predict the product of the given reaction.. Dataset: Forward reaction prediction with 1.9M reactions from USPTO patents (1976-2016) (1) The product is: [NH2:1][C:4]1[CH:5]=[C:6]([CH:14]=[CH:15][C:16]=1[NH2:17])[CH2:7][N:8]1[CH2:13][CH2:12][O:11][CH2:10][CH2:9]1. Given the reactants [N+:1]([C:4]1[CH:5]=[C:6]([CH:14]=[CH:15][C:16]=1[N+:17]([O-])=O)[CH2:7][N:8]1[CH2:13][CH2:12][O:11][CH2:10][CH2:9]1)([O-])=O.C(OCC)(=O)C.CO, predict the reaction product. (2) Given the reactants [CH2:1]1[CH2:23][O:22][C:3]2([CH2:20][CH2:19][C:18]3[C:17]4[C@H:8]([C@H:9]5[C@@:13]([CH2:15][CH:16]=4)([CH3:14])[C:12](=[O:21])[CH2:11][CH2:10]5)[CH2:7][CH2:6][C:5]=3[CH2:4]2)[O:2]1.[F:24][C:25]([F:31])([F:30])[C:26]([F:29])([F:28])I.[Br-].[Li+].C[Li], predict the reaction product. The product is: [CH2:23]1[CH2:1][O:2][C:3]2([CH2:20][CH2:19][C:18]3[C:17]4[C@H:8]([C@H:9]5[C@@:13]([CH2:15][CH:16]=4)([CH3:14])[C@:12]([OH:21])([C:26]([F:29])([F:28])[C:25]([F:31])([F:30])[F:24])[CH2:11][CH2:10]5)[CH2:7][CH2:6][C:5]=3[CH2:4]2)[O:22]1. (3) Given the reactants [Cl:1][CH2:2][C:3]1[CH:11]=[CH:10][C:6](C(Cl)=O)=[CH:5][CH:4]=1.[CH3:12][Mg]Br.[Cl-].[NH4+].C([O:20][CH2:21][CH3:22])(=O)C, predict the reaction product. The product is: [Cl:1][CH2:2][C:3]1[CH:11]=[CH:10][C:6]([C:21]([CH3:22])([OH:20])[CH3:12])=[CH:5][CH:4]=1. (4) The product is: [Cl:1][C:2]1[CH:7]=[C:6]([O:8][C:9]([F:11])([F:12])[F:10])[CH:5]=[C:4]([Cl:13])[C:3]=1[NH:14][C:15]([NH:17][C:18]1[S:19][C:20]([C:30]2[CH:31]=[CH:32][C:33]([O:36][CH3:37])=[CH:34][CH:35]=2)=[CH:21][C:22]=1[C:23]([OH:25])=[O:24])=[O:16]. Given the reactants [Cl:1][C:2]1[CH:7]=[C:6]([O:8][C:9]([F:12])([F:11])[F:10])[CH:5]=[C:4]([Cl:13])[C:3]=1[NH:14][C:15]([NH:17][C:18]1[S:19][C:20]([C:30]2[CH:35]=[CH:34][C:33]([O:36][CH3:37])=[CH:32][CH:31]=2)=[CH:21][C:22]=1[C:23]([O:25]C(C)(C)C)=[O:24])=[O:16].C(O)(C(F)(F)F)=O, predict the reaction product. (5) Given the reactants [CH:1]1([CH2:4][NH2:5])[CH2:3][CH2:2]1.N1C=CC=CC=1.[C:12]([NH:20][C:21]1[S:22][C:23]([C:27](Cl)=[O:28])=[C:24]([CH3:26])[N:25]=1)(=[O:19])[C:13]1[CH:18]=[CH:17][CH:16]=[CH:15][CH:14]=1, predict the reaction product. The product is: [CH:1]1([CH2:4][NH:5][C:27]([C:23]2[S:22][C:21]([NH:20][C:12](=[O:19])[C:13]3[CH:14]=[CH:15][CH:16]=[CH:17][CH:18]=3)=[N:25][C:24]=2[CH3:26])=[O:28])[CH2:3][CH2:2]1.